This data is from Peptide-MHC class II binding affinity with 134,281 pairs from IEDB. The task is: Regression. Given a peptide amino acid sequence and an MHC pseudo amino acid sequence, predict their binding affinity value. This is MHC class II binding data. The peptide sequence is AAAQKEVSGVKGFTL. The MHC is DRB1_0301 with pseudo-sequence DRB1_0301. The binding affinity (normalized) is 0.204.